From a dataset of Catalyst prediction with 721,799 reactions and 888 catalyst types from USPTO. Predict which catalyst facilitates the given reaction. (1) Reactant: [NH2:1][CH2:2][C:3]1[C:4]([NH2:28])=[N:5][C:6]([O:9][CH2:10][CH2:11][CH2:12][CH2:13][N:14]2[CH2:19][CH2:18][N:17]([C:20]3[CH:25]=[CH:24][CH:23]=[C:22]([Cl:26])[C:21]=3[Cl:27])[CH2:16][CH2:15]2)=[CH:7][CH:8]=1.Cl[C:30](OC1C=CC([N+]([O-])=O)=CC=1)=[O:31].[Li+].CC([N-]C(C)C)C. Product: [Cl:27][C:21]1[C:22]([Cl:26])=[CH:23][CH:24]=[CH:25][C:20]=1[N:17]1[CH2:16][CH2:15][N:14]([CH2:13][CH2:12][CH2:11][CH2:10][O:9][C:6]2[CH:7]=[CH:8][C:3]3[CH2:2][NH:1][C:30](=[O:31])[NH:28][C:4]=3[N:5]=2)[CH2:19][CH2:18]1. The catalyst class is: 1. (2) Reactant: [CH:1]1([CH2:7][C@@H:8]([NH2:24])[CH2:9][N:10]2[CH2:15][CH2:14][N:13]([C:16]3[CH:21]=[CH:20][CH:19]=[CH:18][C:17]=3[O:22][CH3:23])[CH2:12][CH2:11]2)[CH2:6][CH2:5][CH2:4][CH2:3][CH2:2]1.C(N(CC)CC)C.[CH3:32][C:33]1([C:39]([Cl:41])=[O:40])[CH2:38][CH2:37][CH2:36][CH2:35][CH2:34]1. Product: [OH2:22].[ClH:41].[CH:1]1([CH2:7][C@@H:8]([NH:24][C:39]([C:33]2([CH3:32])[CH2:38][CH2:37][CH2:36][CH2:35][CH2:34]2)=[O:40])[CH2:9][N:10]2[CH2:15][CH2:14][N:13]([C:16]3[CH:21]=[CH:20][CH:19]=[CH:18][C:17]=3[O:22][CH3:23])[CH2:12][CH2:11]2)[CH2:6][CH2:5][CH2:4][CH2:3][CH2:2]1.[ClH:41]. The catalyst class is: 4. (3) Reactant: [NH:1]1[CH2:5][CH2:4][CH2:3][CH2:2]1.[CH2:6]=[C:7]1[O:11][C:9](=[O:10])[CH2:8]1. Product: [N:1]1([C:9](=[O:10])[CH2:8][C:7](=[O:11])[CH3:6])[CH2:5][CH2:4][CH2:3][CH2:2]1. The catalyst class is: 7. (4) Reactant: [CH3:1][N:2]([CH2:13][C:14]1[NH:18][C:17]2[CH:19]=[CH:20][CH:21]=[C:22]([C:23]([O:25]C)=[O:24])[C:16]=2[N:15]=1)[CH:3]1[C:12]2[N:11]=[CH:10][CH:9]=[CH:8][C:7]=2[CH2:6][CH2:5][CH2:4]1.O1CCCC1.[OH-].[Li+]. Product: [CH3:1][N:2]([CH2:13][C:14]1[NH:18][C:17]2[CH:19]=[CH:20][CH:21]=[C:22]([C:23]([OH:25])=[O:24])[C:16]=2[N:15]=1)[CH:3]1[C:12]2[N:11]=[CH:10][CH:9]=[CH:8][C:7]=2[CH2:6][CH2:5][CH2:4]1. The catalyst class is: 5. (5) Reactant: [F:1][C:2]1[C:3]([C:12]2[NH:16][N:15]=[CH:14][N:13]=2)=[C:4]([CH:9]=[CH:10][CH:11]=1)[C:5]([O:7]C)=[O:6].[OH-].[Na+]. Product: [F:1][C:2]1[C:3]([C:12]2[N:13]=[CH:14][NH:15][N:16]=2)=[C:4]([CH:9]=[CH:10][CH:11]=1)[C:5]([OH:7])=[O:6]. The catalyst class is: 5. (6) Reactant: [OH-].[Na+].[Cl:3][C:4]1[CH:5]=[C:6]([CH:11]2[O:17][CH2:16][CH2:15][N:14]([C:18]([O:20][C:21]([CH3:24])([CH3:23])[CH3:22])=[O:19])[CH2:13][CH:12]2[O:25][C:26]2[CH:31]=[CH:30][CH:29]=[C:28]([C:32]([O:34]C)=[O:33])[N:27]=2)[CH:7]=[CH:8][C:9]=1[Cl:10].O. Product: [C:21]([O:20][C:18]([N:14]1[CH2:13][CH:12]([O:25][C:26]2[N:27]=[C:28]([C:32]([OH:34])=[O:33])[CH:29]=[CH:30][CH:31]=2)[CH:11]([C:6]2[CH:7]=[CH:8][C:9]([Cl:10])=[C:4]([Cl:3])[CH:5]=2)[O:17][CH2:16][CH2:15]1)=[O:19])([CH3:24])([CH3:22])[CH3:23]. The catalyst class is: 8. (7) Product: [C:1]([O:5][C:6](=[O:23])[NH:7][C@H:8]1[CH2:13][CH:12]([I:32])[C:11](=[O:14])[NH:10][C@@H:9]1[C:15]1[CH:20]=[C:19]([F:21])[CH:18]=[CH:17][C:16]=1[F:22])([CH3:4])([CH3:2])[CH3:3]. The catalyst class is: 4. Reactant: [C:1]([O:5][C:6](=[O:23])[NH:7][C@H:8]1[CH2:13][CH2:12][C:11](=[O:14])[NH:10][C@@H:9]1[C:15]1[CH:20]=[C:19]([F:21])[CH:18]=[CH:17][C:16]=1[F:22])([CH3:4])([CH3:3])[CH3:2].CN(C)CCN(C)C.[I:32][Si](C)(C)C.II.S([O-])([O-])(=O)=S.[Na+].[Na+]. (8) Reactant: [CH3:1][C:2]1([C:5]([OH:7])=O)[CH2:4][CH2:3]1.C(N1C=CN=C1)(N1C=CN=C1)=O.Cl.[CH3:21][NH:22][O:23][CH3:24]. Product: [CH3:24][O:23][N:22]([CH3:21])[C:5]([C:2]1([CH3:1])[CH2:4][CH2:3]1)=[O:7]. The catalyst class is: 4.